Dataset: Reaction yield outcomes from USPTO patents with 853,638 reactions. Task: Predict the reaction yield, written as a fraction of the theoretical maximum amount of product (1.0 means a 100% yield; for example, 0.34 means a 34% yield). (1) The reactants are [OH:1][CH2:2][CH:3]([OH:9])[CH2:4][CH2:5][CH2:6][CH2:7][OH:8].CO[CH:12](OC)[C:13]1[CH:18]=[CH:17][CH:16]=[CH:15][CH:14]=1. The catalyst is CN(C=O)C.C(OCC)(=O)C. The product is [C:13]1([CH:12]2[O:9][CH:3]([CH2:4][CH2:5][CH2:6][CH2:7][OH:8])[CH2:2][O:1]2)[CH:18]=[CH:17][CH:16]=[CH:15][CH:14]=1. The yield is 0.660. (2) The product is [O:3]=[C:2]([CH3:1])[CH2:7][CH:8]([CH2:14][CH2:15][CH3:16])[C:9]([O:11][CH2:12][CH3:13])=[O:10]. The yield is 0.810. The catalyst is CCCCCC.ClCCl. The reactants are [CH3:1][C:2]1([CH2:7][CH:8]([CH2:14][CH2:15][CH3:16])[C:9]([O:11][CH2:12][CH3:13])=[O:10])OCC[O:3]1.O.C(OCC)(=O)C. (3) The product is [F:34][C:35]1[CH:36]=[C:37]([C@@H:42]2[CH2:46][N:45]([CH2:47][CH2:48][O:49][CH3:50])[CH2:44][C@H:43]2[NH:51][C:22]([NH:7][C:6]2[N:5]([C:8]3[CH:9]=[CH:10][CH:11]=[CH:12][CH:13]=3)[N:4]=[C:3]([C:14]3[N:15]=[CH:16][N:17]([CH3:19])[CH:18]=3)[C:2]=2[CH3:1])=[O:28])[CH:38]=[CH:39][C:40]=1[F:41]. The reactants are [CH3:1][C:2]1[C:3]([C:14]2[N:15]=[CH:16][N:17]([CH3:19])[CH:18]=2)=[N:4][N:5]([C:8]2[CH:13]=[CH:12][CH:11]=[CH:10][CH:9]=2)[C:6]=1[NH2:7].[OH-].[Na+].[C:22]1([O:28]C(Cl)=O)C=CC=CC=1.Cl.Cl.[F:34][C:35]1[CH:36]=[C:37]([C@@H:42]2[CH2:46][N:45]([CH2:47][CH2:48][O:49][CH3:50])[CH2:44][C@H:43]2[NH2:51])[CH:38]=[CH:39][C:40]=1[F:41].CCN(C(C)C)C(C)C. The yield is 0.0890. The catalyst is CCOC(C)=O. (4) The product is [CH3:1][O:2][C:3](=[O:19])[CH2:4][C:5]1[N:9]=[C:10]([C:12]2[CH:13]=[N:14][C:15]([Cl:18])=[CH:16][CH:17]=2)[O:11][C:6]=1[CH3:7]. The yield is 0.220. The reactants are [CH3:1][O:2][C:3](=[O:19])[CH2:4][CH:5]([NH:9][C:10]([C:12]1[CH:13]=[N:14][C:15]([Cl:18])=[CH:16][CH:17]=1)=[O:11])[C:6](=O)[CH3:7].S(=O)(=O)(O)O. The catalyst is C(OC(=O)C)(=O)C. (5) The reactants are [NH2:1][C:2]1[CH:3]=[C:4]([C:24](=[O:31])[NH:25][C:26]2[NH:27][CH:28]=[CH:29][N:30]=2)[C:5]2[N:9]=[C:8]([NH:10][C:11]([C:13]3[N:14]=[CH:15][C:16]4[C:21]([CH:22]=3)=[CH:20][CH:19]=[CH:18][CH:17]=4)=[O:12])[NH:7][C:6]=2[CH:23]=1.[C:32](Cl)(=[O:36])[CH:33]([CH3:35])[CH3:34]. The catalyst is N1C=CC=CC=1. The product is [NH:30]1[CH:29]=[CH:28][N:27]=[C:26]1[NH:25][C:24]([C:4]1[C:5]2[N:9]=[C:8]([NH:10][C:11]([C:13]3[N:14]=[CH:15][C:16]4[C:21]([CH:22]=3)=[CH:20][CH:19]=[CH:18][CH:17]=4)=[O:12])[NH:7][C:6]=2[CH:23]=[C:2]([NH:1][C:32](=[O:36])[CH:33]([CH3:35])[CH3:34])[CH:3]=1)=[O:31]. The yield is 0.665. (6) The reactants are [C:1]([Si:5]([O:8][C:9]1[C:18]([Br:19])=[CH:17][C:16]2[C:11](=[C:12]([Cl:21])[CH:13]=[C:14](Br)[CH:15]=2)[CH:10]=1)([CH3:7])[CH3:6])([CH3:4])([CH3:3])[CH3:2].[CH3:22][O:23][C:24]1[CH:29]=[CH:28][C:27]([Mg]Br)=[CH:26][CH:25]=1. The catalyst is C1COCC1.C1C=CC([P]([Pd]([P](C2C=CC=CC=2)(C2C=CC=CC=2)C2C=CC=CC=2)([P](C2C=CC=CC=2)(C2C=CC=CC=2)C2C=CC=CC=2)[P](C2C=CC=CC=2)(C2C=CC=CC=2)C2C=CC=CC=2)(C2C=CC=CC=2)C2C=CC=CC=2)=CC=1. The product is [C:1]([Si:5]([O:8][C:9]1[C:18]([Br:19])=[CH:17][C:16]2[C:11](=[C:12]([Cl:21])[CH:13]=[CH:14][CH:15]=2)[C:10]=1[C:27]1[CH:28]=[CH:29][C:24]([O:23][CH3:22])=[CH:25][CH:26]=1)([CH3:7])[CH3:6])([CH3:4])([CH3:3])[CH3:2]. The yield is 0.690. (7) The reactants are Cl[C:2]1[CH:3]=[C:4]([CH2:41][O:42][C:43]2[C:44]([O:72][CH3:73])=[CH:45][C:46]3[C:52](=[O:53])[N:51]4[CH2:54][CH2:55][CH2:56][C@H:50]4[C@H:49]([O:57][CH:58]4[CH2:63][CH2:62][CH2:61][CH2:60][O:59]4)[N:48]([C:64]([O:66][C:67]([CH3:70])([CH3:69])[CH3:68])=[O:65])[C:47]=3[CH:71]=2)[CH:5]=[C:6]([CH2:8][O:9][C:10]2[C:11]([O:39][CH3:40])=[CH:12][C:13]3[C:19](=[O:20])[N:18]4[CH2:21][CH2:22][CH2:23][C@H:17]4[C@H:16]([O:24][CH:25]4[CH2:30][CH2:29][CH2:28][CH2:27][O:26]4)[N:15]([C:31]([O:33][C:34]([CH3:37])([CH3:36])[CH3:35])=[O:32])[C:14]=3[CH:38]=2)[CH:7]=1.[C:74]([N:81]1[CH2:86][CH2:85][NH:84][CH2:83][CH2:82]1)([O:76][C:77]([CH3:80])([CH3:79])[CH3:78])=[O:75].CC(OC1C=CC=C(OC(C)C)C=1C1C(P(C2CCCCC2)C2CCCCC2)=CC=CC=1)C. The catalyst is C1COCC1. The product is [C:77]([O:76][C:74]([N:81]1[CH2:86][CH2:85][N:84]([C:2]2[CH:3]=[C:4]([CH2:41][O:42][C:43]3[C:44]([O:72][CH3:73])=[CH:45][C:46]4[C:52](=[O:53])[N:51]5[CH2:54][CH2:55][CH2:56][C@H:50]5[C@H:49]([O:57][CH:58]5[CH2:63][CH2:62][CH2:61][CH2:60][O:59]5)[N:48]([C:64]([O:66][C:67]([CH3:70])([CH3:69])[CH3:68])=[O:65])[C:47]=4[CH:71]=3)[CH:5]=[C:6]([CH2:8][O:9][C:10]3[C:11]([O:39][CH3:40])=[CH:12][C:13]4[C:19](=[O:20])[N:18]5[CH2:21][CH2:22][CH2:23][C@H:17]5[C@H:16]([O:24][CH:25]5[CH2:30][CH2:29][CH2:28][CH2:27][O:26]5)[N:15]([C:31]([O:33][C:34]([CH3:37])([CH3:36])[CH3:35])=[O:32])[C:14]=4[CH:38]=3)[CH:7]=2)[CH2:83][CH2:82]1)=[O:75])([CH3:80])([CH3:78])[CH3:79]. The yield is 0.910.